From a dataset of Forward reaction prediction with 1.9M reactions from USPTO patents (1976-2016). Predict the product of the given reaction. (1) Given the reactants [F:1][C:2]1[CH:3]=[C:4]2[C:9](=[CH:10][CH:11]=1)[N:8]=[C:7]([C:12](OCC)=[O:13])[C:6]([CH3:17])=[N:5]2.[H-].C([Al+]CC(C)C)C(C)C.CO, predict the reaction product. The product is: [F:1][C:2]1[CH:3]=[C:4]2[C:9](=[CH:10][CH:11]=1)[N:8]=[C:7]([CH:12]=[O:13])[C:6]([CH3:17])=[N:5]2. (2) Given the reactants Cl[N:2]1[CH2:11][C:10](=[O:12])[C:9]2[C:8]3[CH:13]=[CH:14][CH:15]=[CH:16][C:7]=3[CH:6]=[CH:5][C:4]=2[CH2:3]1.[CH3:17][N:18]1[CH2:23][CH2:22][NH:21][CH2:20][CH2:19]1, predict the reaction product. The product is: [CH3:17][N:18]1[CH2:23][CH2:22][N:21]([N:2]2[CH2:11][C:10](=[O:12])[C:9]3[C:8]4[CH:13]=[CH:14][CH:15]=[CH:16][C:7]=4[CH:6]=[CH:5][C:4]=3[CH2:3]2)[CH2:20][CH2:19]1. (3) Given the reactants [H-].[Na+].[CH:3]1[C:20]2[C:12]3[NH:13][C:14]4[C:19]([C:11]=3[CH2:10][CH2:9][CH2:8][C:7]=2[CH:6]=[CH:5][CH:4]=1)=[CH:18][CH:17]=[CH:16][CH:15]=4.[Br:21][CH2:22][CH2:23][CH2:24][CH2:25][CH2:26]Br.O, predict the reaction product. The product is: [Br:21][CH2:22][CH2:23][CH2:24][CH2:25][CH2:26][N:13]1[C:14]2[C:19](=[CH:18][CH:17]=[CH:16][CH:15]=2)[C:11]2[CH2:10][CH2:9][CH2:8][C:7]3[CH:6]=[CH:5][CH:4]=[CH:3][C:20]=3[C:12]1=2. (4) Given the reactants [OH:1][CH:2]([C:8]1[S:9][CH:10]=[CH:11][CH:12]=1)[C:3]([O:5][CH2:6][CH3:7])=[O:4].CCN(C(C)C)C(C)C.[CH3:22][S:23](Cl)(=[O:25])=[O:24], predict the reaction product. The product is: [CH3:22][S:23]([O:1][CH:2]([C:8]1[S:9][CH:10]=[CH:11][CH:12]=1)[C:3]([O:5][CH2:6][CH3:7])=[O:4])(=[O:25])=[O:24].